This data is from Reaction yield outcomes from USPTO patents with 853,638 reactions. The task is: Predict the reaction yield, written as a fraction of the theoretical maximum amount of product (1.0 means a 100% yield; for example, 0.34 means a 34% yield). (1) The reactants are Cl.[N+:2]([C:5]1[CH:10]=[CH:9][C:8]([CH2:11][C:12](=[NH:14])[NH2:13])=[CH:7][CH:6]=1)([O-:4])=[O:3].[CH:15]([CH:17]([CH2:23][C:24]([O:26][CH2:27]C)=[O:25])[C:18](OCC)=O)=[O:16].C[O-].[Na+].C(O)(=O)C. The catalyst is CO.O. The product is [OH:16][C:15]1[C:17]([CH2:23][C:24]([O:26][CH3:27])=[O:25])=[CH:18][N:13]=[C:12]([CH2:11][C:8]2[CH:7]=[CH:6][C:5]([N+:2]([O-:4])=[O:3])=[CH:10][CH:9]=2)[N:14]=1. The yield is 0.640. (2) The reactants are C[O:2][C:3](=[O:31])[C@H:4]([CH2:16][C:17]1[CH:22]=[CH:21][C:20]([C:23]2[C:24](=[O:30])[N:25]([CH3:29])[CH:26]=[CH:27][CH:28]=2)=[CH:19][CH:18]=1)[NH:5][C:6]([C:8]1[C:13]([CH3:14])=[CH:12][CH:11]=[CH:10][C:9]=1[Cl:15])=[O:7].[OH-].[Na+]. The yield is 0.710. The catalyst is C(O)C. The product is [Cl:15][C:9]1[CH:10]=[CH:11][CH:12]=[C:13]([CH3:14])[C:8]=1[C:6]([NH:5][C@H:4]([C:3]([OH:31])=[O:2])[CH2:16][C:17]1[CH:22]=[CH:21][C:20]([C:23]2[C:24](=[O:30])[N:25]([CH3:29])[CH:26]=[CH:27][CH:28]=2)=[CH:19][CH:18]=1)=[O:7]. (3) The yield is 0.180. The catalyst is C(Cl)Cl.CO. The reactants are [CH2:1]([NH:8][CH2:9][CH2:10][N:11]1[C:20]2[C:15]([C:16](=[O:22])[NH:17][C:18](=[O:21])[N:19]=2)=[N:14][C:13]2[CH:23]=[C:24]([CH3:28])[C:25]([CH3:27])=[CH:26][C:12]1=2)[C:2]1[CH:7]=[CH:6][CH:5]=[CH:4][CH:3]=1.CCN(C(C)C)C(C)C.[C:38](OC(=O)C)(=[O:40])[CH3:39]. The product is [CH2:1]([N:8]([CH2:9][CH2:10][N:11]1[C:20]2[C:15]([C:16](=[O:22])[NH:17][C:18](=[O:21])[N:19]=2)=[N:14][C:13]2[CH:23]=[C:24]([CH3:28])[C:25]([CH3:27])=[CH:26][C:12]1=2)[C:38](=[O:40])[CH3:39])[C:2]1[CH:3]=[CH:4][CH:5]=[CH:6][CH:7]=1. (4) The reactants are [Cl:1][C:2]1[CH:7]=[CH:6][C:5]([C:8]2[N:9]=[C:10]([O:24][CH2:25][CH2:26][CH3:27])[C:11]([C:21]([OH:23])=O)=[N:12][C:13]=2[C:14]2[CH:19]=[CH:18][C:17]([Cl:20])=[CH:16][CH:15]=2)=[CH:4][CH:3]=1.C(Cl)(=O)C(Cl)=O.C(N(CC)CC)C.[NH2:41][N:42]1[CH2:47][CH2:46][CH2:45][CH2:44][CH2:43]1. The catalyst is C(Cl)Cl.CN(C=O)C.O. The product is [N:42]1([NH:41][C:21]([C:11]2[C:10]([O:24][CH2:25][CH2:26][CH3:27])=[N:9][C:8]([C:5]3[CH:6]=[CH:7][C:2]([Cl:1])=[CH:3][CH:4]=3)=[C:13]([C:14]3[CH:19]=[CH:18][C:17]([Cl:20])=[CH:16][CH:15]=3)[N:12]=2)=[O:23])[CH2:47][CH2:46][CH2:45][CH2:44][CH2:43]1. The yield is 0.760. (5) The reactants are [F:1][C:2]([F:32])([F:31])[C:3]1[CH:8]=[C:7]([C:9]2[CH:14]=[CH:13][C:12]([C:15]([F:18])([F:17])[F:16])=[CH:11][CH:10]=2)[N:6]=[C:5]([N:19]2[CH:23]=[C:22]([C:24]3[CH:25]=[CH:26][C:27]([NH2:30])=[N:28][CH:29]=3)[N:21]=[CH:20]2)[N:4]=1.[CH2:33]([O:35]CC)[CH3:34]. The catalyst is C(OC(=O)C)(=O)C. The product is [F:32][C:2]([F:1])([F:31])[C:3]1[CH:8]=[C:7]([C:9]2[CH:14]=[CH:13][C:12]([C:15]([F:17])([F:18])[F:16])=[CH:11][CH:10]=2)[N:6]=[C:5]([N:19]2[CH:23]=[C:22]([C:24]3[CH:25]=[CH:26][C:27]([NH:30][C:33](=[O:35])[CH3:34])=[N:28][CH:29]=3)[N:21]=[CH:20]2)[N:4]=1. The yield is 0.840. (6) The product is [F:1][C:2]1[CH:3]=[CH:4][C:5]2[S:9][C:8]3[CH2:10][CH2:11][CH:12]([C:14]([OH:16])=[O:15])[CH2:13][C:7]=3[C:6]=2[CH:19]=1. The reactants are [F:1][C:2]1[CH:3]=[CH:4][C:5]2[S:9][C:8]3[CH2:10][CH2:11][CH:12]([C:14]([O:16]CC)=[O:15])[CH2:13][C:7]=3[C:6]=2[CH:19]=1.[OH-].[K+].Cl.O. The catalyst is CCO. The yield is 0.960. (7) The reactants are C([O:3][C:4](=O)[C:5]([F:13])([F:12])[C:6]1[CH:11]=[CH:10][CH:9]=[CH:8][N:7]=1)C.[BH4-].[Na+]. The catalyst is C(O)C. The product is [F:13][C:5]([F:12])([C:6]1[CH:11]=[CH:10][CH:9]=[CH:8][N:7]=1)[CH2:4][OH:3]. The yield is 0.840.